From a dataset of Forward reaction prediction with 1.9M reactions from USPTO patents (1976-2016). Predict the product of the given reaction. (1) Given the reactants C[O:2][C:3]([C:5]1[C:6]([C:14]2[CH:19]=[CH:18][CH:17]=[CH:16][C:15]=2[N+:20]([O-:22])=[O:21])=[CH:7][CH:8]=[C:9]([C:11](=[S:13])[NH2:12])[CH:10]=1)=[O:4].Br[CH2:24][C:25]([C:27]1[CH:32]=[CH:31][C:30]([Cl:33])=[CH:29][C:28]=1[Cl:34])=O, predict the reaction product. The product is: [Cl:34][C:28]1[CH:29]=[C:30]([Cl:33])[CH:31]=[CH:32][C:27]=1[C:25]1[N:12]=[C:11]([C:9]2[CH:10]=[C:5]([C:3]([OH:2])=[O:4])[C:6]([C:14]3[CH:19]=[CH:18][CH:17]=[CH:16][C:15]=3[N+:20]([O-:22])=[O:21])=[CH:7][CH:8]=2)[S:13][CH:24]=1. (2) Given the reactants [C:1]1([CH3:37])[CH:6]=[CH:5][C:4]([S:7]([N:10]2[CH:14]=[C:13]([C:15]3[CH:20]=[CH:19][CH:18]=[C:17]([C:21](=[O:33])[NH:22][C:23]4[CH:28]=[CH:27][CH:26]=[C:25]([C:29]([F:32])([F:31])[F:30])[CH:24]=4)[CH:16]=3)[CH:12]=[C:11]2[C:34]([OH:36])=O)(=[O:9])=[O:8])=[CH:3][CH:2]=1.C(Cl)(=O)C(Cl)=O.[N:44]1([CH2:50][CH2:51][NH2:52])[CH2:49][CH2:48][O:47][CH2:46][CH2:45]1, predict the reaction product. The product is: [N:44]1([CH2:50][CH2:51][NH:52][C:34]([C:11]2[N:10]([S:7]([C:4]3[CH:3]=[CH:2][C:1]([CH3:37])=[CH:6][CH:5]=3)(=[O:9])=[O:8])[CH:14]=[C:13]([C:15]3[CH:20]=[CH:19][CH:18]=[C:17]([C:21](=[O:33])[NH:22][C:23]4[CH:28]=[CH:27][CH:26]=[C:25]([C:29]([F:30])([F:32])[F:31])[CH:24]=4)[CH:16]=3)[CH:12]=2)=[O:36])[CH2:49][CH2:48][O:47][CH2:46][CH2:45]1. (3) Given the reactants [CH3:1][O:2][C:3]1[CH:12]=[C:11]2[C:6]([CH:7]=[C:8]([CH2:13]O)[CH:9]=[N:10]2)=[CH:5][CH:4]=1.COC1C=C2C(C=C(C=O)C=N2)=CC=1.O=S(Cl)[Cl:31], predict the reaction product. The product is: [ClH:31].[Cl:31][CH2:13][C:8]1[CH:9]=[N:10][C:11]2[C:6]([CH:7]=1)=[CH:5][CH:4]=[C:3]([O:2][CH3:1])[CH:12]=2. (4) Given the reactants [Br:1][C:2]1[C:3]([O:17][CH:18]2[CH2:23][CH2:22][N:21]([CH:24]([CH3:26])[CH3:25])[CH2:20][CH2:19]2)=[CH:4][C:5]2[CH:6]=[C:7]3[C:14](=[O:15])[NH:13][CH2:12][C@@H:11]([CH3:16])[N:8]3[C:9]=2[CH:10]=1.[H-].[Na+].Br[CH2:30][CH:31]1[CH2:33][CH2:32]1, predict the reaction product. The product is: [Br:1][C:2]1[C:3]([O:17][CH:18]2[CH2:23][CH2:22][N:21]([CH:24]([CH3:26])[CH3:25])[CH2:20][CH2:19]2)=[CH:4][C:5]2[CH:6]=[C:7]3[C:14](=[O:15])[N:13]([CH2:30][CH:31]4[CH2:33][CH2:32]4)[CH2:12][C@@H:11]([CH3:16])[N:8]3[C:9]=2[CH:10]=1.